Dataset: Full USPTO retrosynthesis dataset with 1.9M reactions from patents (1976-2016). Task: Predict the reactants needed to synthesize the given product. (1) Given the product [Cl:1][C:2]1[N:10]=[CH:9][C:8]([Cl:11])=[CH:7][C:3]=1[C:4]([NH:27][C:25](=[NH:26])[CH2:24][O:23][CH2:22][CH2:21][C:16]1[CH:17]=[CH:18][C:19]([F:20])=[C:14]([Cl:13])[CH:15]=1)=[O:6], predict the reactants needed to synthesize it. The reactants are: [Cl:1][C:2]1[N:10]=[CH:9][C:8]([Cl:11])=[CH:7][C:3]=1[C:4]([OH:6])=O.Cl.[Cl:13][C:14]1[CH:15]=[C:16]([CH2:21][CH2:22][O:23][CH2:24][C:25]([NH2:27])=[NH:26])[CH:17]=[CH:18][C:19]=1[F:20].CN(C(ON1N=NC2C=CC=CC1=2)=[N+](C)C)C.[B-](F)(F)(F)F.CCN(C(C)C)C(C)C. (2) Given the product [Cl:15][C:16]1[CH:21]=[CH:20][CH:19]=[CH:18][C:17]=1[C:22]1[CH:27]=[CH:26][CH:25]=[C:24]([CH2:28][N:12]2[CH2:13][CH2:14][N:9]([C:4]3[CH:5]=[CH:6][CH:7]=[CH:8][C:3]=3[O:2][CH3:1])[CH2:10][CH2:11]2)[CH:23]=1, predict the reactants needed to synthesize it. The reactants are: [CH3:1][O:2][C:3]1[CH:8]=[CH:7][CH:6]=[CH:5][C:4]=1[N:9]1[CH2:14][CH2:13][NH:12][CH2:11][CH2:10]1.[Cl:15][C:16]1[CH:21]=[CH:20][CH:19]=[CH:18][C:17]=1[C:22]1[CH:27]=[CH:26][CH:25]=[C:24]([CH:28]=O)[CH:23]=1.[BH-](OC(C)=O)(OC(C)=O)OC(C)=O.[Na+].C1(C2C=CC=CC=2)C=CC=CC=1CN1CCN(C2C=CC=CC=2)CC1. (3) Given the product [F:12][C:11]([F:14])([F:13])[C:3]1[CH:4]=[C:5]([C:6]([OH:8])=[O:7])[CH:9]=[CH:10][C:2]=1[C:15]1[CH:20]=[CH:19][CH:18]=[CH:17][CH:16]=1, predict the reactants needed to synthesize it. The reactants are: Cl[C:2]1[CH:10]=[CH:9][C:5]([C:6]([OH:8])=[O:7])=[CH:4][C:3]=1[C:11]([F:14])([F:13])[F:12].[C:15]1(B(O)O)[CH:20]=[CH:19][CH:18]=[CH:17][CH:16]=1.C1(P(C2C(C(C)C)=C(C3C=CC=CC=3)C(C(C)C)=CC=2C(C)C)C2CCCCC2)CCCCC1. (4) Given the product [CH3:27][S:28]([O:1][CH2:2][CH2:3][C:4]1[CH:5]=[C:6]([CH:12]=[CH:13][CH:14]=1)[C:7]([O:9][CH2:10][CH3:11])=[O:8])(=[O:30])=[O:29], predict the reactants needed to synthesize it. The reactants are: [OH:1][CH2:2][CH2:3][C:4]1[CH:5]=[C:6]([CH:12]=[CH:13][CH:14]=1)[C:7]([O:9][CH2:10][CH3:11])=[O:8].ClCCl.CCN(C(C)C)C(C)C.[CH3:27][S:28](Cl)(=[O:30])=[O:29]. (5) Given the product [Br:3][C:4]1[CH:5]=[C:6]2[C:10](=[CH:11][CH:12]=1)[C:9](=[O:13])[NH:8][CH:7]2[OH:14], predict the reactants needed to synthesize it. The reactants are: [OH-].[Na+].[Br:3][C:4]1[CH:5]=[C:6]2[C:10](=[CH:11][CH:12]=1)[C:9](=[O:13])[NH:8][C:7]2=[O:14]. (6) The reactants are: [CH2:1]([N:8]1[C:16]2[C:11](=[CH:12][CH:13]=[CH:14][CH:15]=2)[C:10]([O:17][C:18]2[CH:26]=[CH:25][CH:24]=[CH:23][C:19]=2[C:20](O)=[O:21])=[N:9]1)[C:2]1[CH:7]=[CH:6][CH:5]=[CH:4][CH:3]=1.[NH2:27][CH:28]([CH2:31][CH2:32][CH3:33])[CH2:29][OH:30]. Given the product [CH2:1]([N:8]1[C:16]2[C:11](=[CH:12][CH:13]=[CH:14][CH:15]=2)[C:10]([O:17][C:18]2[CH:26]=[CH:25][CH:24]=[CH:23][C:19]=2[C:20]([NH:27][CH:28]([CH2:29][OH:30])[CH2:31][CH2:32][CH3:33])=[O:21])=[N:9]1)[C:2]1[CH:3]=[CH:4][CH:5]=[CH:6][CH:7]=1, predict the reactants needed to synthesize it. (7) Given the product [C:3]([O:7][C:8](=[O:41])[N:9]([CH2:30][C:31]1[CH:40]=[CH:39][C:34]2[O:35][CH2:36][CH2:37][O:38][C:33]=2[CH:32]=1)[CH:10]1[CH2:11][CH2:12][N:13]([CH2:16][CH2:17][N:18]2[C:27]3[C:22](=[C:23]([NH:28][CH3:42])[CH:24]=[CH:25][CH:26]=3)[CH:21]=[CH:20][C:19]2=[O:29])[CH2:14][CH2:15]1)([CH3:6])([CH3:4])[CH3:5], predict the reactants needed to synthesize it. The reactants are: CO.[C:3]([O:7][C:8](=[O:41])[N:9]([CH2:30][C:31]1[CH:40]=[CH:39][C:34]2[O:35][CH2:36][CH2:37][O:38][C:33]=2[CH:32]=1)[CH:10]1[CH2:15][CH2:14][N:13]([CH2:16][CH2:17][N:18]2[C:27]3[C:22](=[C:23]([NH2:28])[CH:24]=[CH:25][CH:26]=3)[CH:21]=[CH:20][C:19]2=[O:29])[CH2:12][CH2:11]1)([CH3:6])([CH3:5])[CH3:4].[C:42](=O)([O-])[O-].[Na+].[Na+].S(OC)(OC)(=O)=O.